Dataset: Forward reaction prediction with 1.9M reactions from USPTO patents (1976-2016). Task: Predict the product of the given reaction. (1) Given the reactants [NH2:1][C:2](=[O:43])[CH2:3][C:4]1[CH:42]=[CH:41][CH:40]=[CH:39][C:5]=1[CH2:6][CH2:7][C:8]1[C:13]([C:14]([F:17])([F:16])[F:15])=[CH:12][N:11]=[C:10]([NH:18][C:19]2[CH:24]=[CH:23][C:22]([N:25]3[CH2:30][CH2:29][CH:28]([NH:31]C(=O)OC(C)(C)C)[CH2:27][CH2:26]3)=[CH:21][CH:20]=2)[N:9]=1.FC(F)(F)C(O)=O, predict the reaction product. The product is: [NH2:31][CH:28]1[CH2:29][CH2:30][N:25]([C:22]2[CH:23]=[CH:24][C:19]([NH:18][C:10]3[N:9]=[C:8]([CH2:7][CH2:6][C:5]4[CH:39]=[CH:40][CH:41]=[CH:42][C:4]=4[CH2:3][C:2]([NH2:1])=[O:43])[C:13]([C:14]([F:15])([F:17])[F:16])=[CH:12][N:11]=3)=[CH:20][CH:21]=2)[CH2:26][CH2:27]1. (2) Given the reactants [N+:1]([O-:4])(O)=[O:2].C[O:6][C:7](=[O:16])[C:8]1[CH:13]=[CH:12][C:11]([OH:14])=[C:10]([CH3:15])[CH:9]=1, predict the reaction product. The product is: [OH:14][C:11]1[C:12]([N+:1]([O-:4])=[O:2])=[CH:13][C:8]([C:7]([OH:16])=[O:6])=[CH:9][C:10]=1[CH3:15]. (3) The product is: [CH:1]([C:4]1[O:8][C:7]([CH2:9][CH2:10][NH2:11])=[N:6][N:5]=1)([CH3:3])[CH3:2]. Given the reactants [CH:1]([C:4]1[O:8][C:7]([CH2:9][CH2:10][NH:11]C(=O)OC(C)(C)C)=[N:6][N:5]=1)([CH3:3])[CH3:2].FC(F)(F)C(O)=O, predict the reaction product. (4) Given the reactants [C:1]([NH:4][CH2:5][CH:6]([C:16]1[CH:43]=[CH:42][C:19]([C:20]([NH:22][C:23]2[CH:28]=[C:27]([C:29]3[CH:33]=[CH:32][S:31][CH:30]=3)[CH:26]=[CH:25][C:24]=2[NH:34]C(=O)OC(C)(C)C)=[O:21])=[CH:18][CH:17]=1)[C:7]([NH:9][C:10]1[CH:15]=[CH:14][CH:13]=[CH:12][CH:11]=1)=[O:8])(=[O:3])[CH3:2].FC(F)(F)C(O)=O.C([O-])(O)=O.[Na+], predict the reaction product. The product is: [C:1]([NH:4][CH2:5][CH:6]([C:16]1[CH:43]=[CH:42][C:19]([C:20]([NH:22][C:23]2[CH:28]=[C:27]([C:29]3[CH:33]=[CH:32][S:31][CH:30]=3)[CH:26]=[CH:25][C:24]=2[NH2:34])=[O:21])=[CH:18][CH:17]=1)[C:7]([NH:9][C:10]1[CH:11]=[CH:12][CH:13]=[CH:14][CH:15]=1)=[O:8])(=[O:3])[CH3:2]. (5) Given the reactants [CH2:1]([O:3][C:4]([C:6]1[CH:10]=[CH:9][NH:8][CH:7]=1)=[O:5])[CH3:2].N1C=CC(C(O)=O)=C1.[Cl:19][C:20]1[N:28]=[CH:27][CH:26]=[CH:25][C:21]=1[C:22](Cl)=[O:23].[Sn](Cl)(Cl)(Cl)Cl, predict the reaction product. The product is: [CH2:1]([O:3][C:4]([C:6]1[C:10]([C:22]([C:21]2[C:20]([Cl:19])=[N:28][CH:27]=[CH:26][CH:25]=2)=[O:23])=[CH:9][NH:8][CH:7]=1)=[O:5])[CH3:2]. (6) Given the reactants [CH2:1]([C:3]1[S:4][C:5]([CH:10]2[CH2:15][CH2:14][O:13][CH2:12][CH2:11]2)=[CH:6][C:7]=1[CH:8]=[O:9])[CH3:2].[CH:16]1([Mg]Br)[CH2:21][CH2:20][CH2:19][CH2:18][CH2:17]1.O1CCCC1.[Cl-].[NH4+], predict the reaction product. The product is: [CH:16]1([CH:8]([C:7]2[CH:6]=[C:5]([CH:10]3[CH2:15][CH2:14][O:13][CH2:12][CH2:11]3)[S:4][C:3]=2[CH2:1][CH3:2])[OH:9])[CH2:21][CH2:20][CH2:19][CH2:18][CH2:17]1.